The task is: Regression. Given two drug SMILES strings and cell line genomic features, predict the synergy score measuring deviation from expected non-interaction effect.. This data is from NCI-60 drug combinations with 297,098 pairs across 59 cell lines. (1) Drug 1: C1=NC2=C(N1)C(=S)N=CN2. Drug 2: CCC1(C2=C(COC1=O)C(=O)N3CC4=CC5=C(C=CC(=C5CN(C)C)O)N=C4C3=C2)O.Cl. Cell line: OVCAR-4. Synergy scores: CSS=35.2, Synergy_ZIP=-2.98, Synergy_Bliss=0.558, Synergy_Loewe=-5.35, Synergy_HSA=0.839. (2) Drug 1: C1CC(=O)NC(=O)C1N2C(=O)C3=CC=CC=C3C2=O. Drug 2: C(CCl)NC(=O)N(CCCl)N=O. Cell line: M14. Synergy scores: CSS=7.56, Synergy_ZIP=-2.34, Synergy_Bliss=0.0916, Synergy_Loewe=1.55, Synergy_HSA=1.72. (3) Drug 1: C1CCC(CC1)NC(=O)N(CCCl)N=O. Drug 2: CNC(=O)C1=NC=CC(=C1)OC2=CC=C(C=C2)NC(=O)NC3=CC(=C(C=C3)Cl)C(F)(F)F. Cell line: U251. Synergy scores: CSS=39.4, Synergy_ZIP=-6.46, Synergy_Bliss=-1.72, Synergy_Loewe=-1.93, Synergy_HSA=-0.742. (4) Drug 1: C1CCN(CC1)CCOC2=CC=C(C=C2)C(=O)C3=C(SC4=C3C=CC(=C4)O)C5=CC=C(C=C5)O. Drug 2: CC1=C(C(=CC=C1)Cl)NC(=O)C2=CN=C(S2)NC3=CC(=NC(=N3)C)N4CCN(CC4)CCO. Cell line: NCI-H322M. Synergy scores: CSS=4.46, Synergy_ZIP=-1.08, Synergy_Bliss=-3.26, Synergy_Loewe=-5.95, Synergy_HSA=-5.93. (5) Drug 1: CC(C1=C(C=CC(=C1Cl)F)Cl)OC2=C(N=CC(=C2)C3=CN(N=C3)C4CCNCC4)N. Drug 2: CCN(CC)CCCC(C)NC1=C2C=C(C=CC2=NC3=C1C=CC(=C3)Cl)OC. Cell line: SF-295. Synergy scores: CSS=29.8, Synergy_ZIP=-7.17, Synergy_Bliss=2.76, Synergy_Loewe=-9.93, Synergy_HSA=4.19. (6) Drug 1: C1CCN(CC1)CCOC2=CC=C(C=C2)C(=O)C3=C(SC4=C3C=CC(=C4)O)C5=CC=C(C=C5)O. Drug 2: CN1CCC(CC1)COC2=C(C=C3C(=C2)N=CN=C3NC4=C(C=C(C=C4)Br)F)OC. Cell line: HCC-2998. Synergy scores: CSS=1.17, Synergy_ZIP=-0.408, Synergy_Bliss=-5.62, Synergy_Loewe=-7.18, Synergy_HSA=-6.28.